This data is from Reaction yield outcomes from USPTO patents with 853,638 reactions. The task is: Predict the reaction yield, written as a fraction of the theoretical maximum amount of product (1.0 means a 100% yield; for example, 0.34 means a 34% yield). (1) The reactants are [NH:1]1[CH2:6][CH2:5][CH:4]([C:7]2[CH:15]=[CH:14][CH:13]=[C:12]3[C:8]=2[CH2:9][C:10](=[O:16])[NH:11]3)[CH2:3][CH2:2]1.[O:17]=[C:18]1[C:23]2=[CH:24][NH:25][C:26]([CH:27]=O)=[C:22]2[CH2:21][CH2:20][NH:19]1. The catalyst is N1CCCCC1.C(O)C. The product is [O:16]=[C:10]1[C:9](=[CH:27][C:26]2[NH:25][CH:24]=[C:23]3[C:22]=2[CH2:21][CH2:20][NH:19][C:18]3=[O:17])[C:8]2[C:12](=[CH:13][CH:14]=[CH:15][C:7]=2[CH:4]2[CH2:3][CH2:2][NH:1][CH2:6][CH2:5]2)[NH:11]1. The yield is 0.230. (2) The yield is 0.0400. The catalyst is CN(C)C1C=CN=CC=1.CN(C)C=O. The product is [O:1]1[C:5]2[CH:6]=[CH:7][C:8]([C:10]3[S:11][CH:12]=[C:13]([C:15]([NH:18][C:19]4[NH:23][C:22]5[CH:24]=[CH:25][C:26]([C:28]([O:30][CH2:31][CH3:32])=[O:29])=[CH:27][C:21]=5[N:20]=4)=[O:17])[N:14]=3)=[CH:9][C:4]=2[CH2:3][CH2:2]1. The reactants are [O:1]1[C:5]2[CH:6]=[CH:7][C:8]([C:10]3[S:11][CH:12]=[C:13]([C:15]([OH:17])=O)[N:14]=3)=[CH:9][C:4]=2[CH2:3][CH2:2]1.[NH2:18][C:19]1[NH:23][C:22]2[CH:24]=[CH:25][C:26]([C:28]([O:30][CH2:31][CH3:32])=[O:29])=[CH:27][C:21]=2[N:20]=1.F[P-](F)(F)(F)(F)F.N1(OC(N(C)C)=[N+](C)C)C2C=CC=CC=2N=N1.CCN(C(C)C)C(C)C. (3) The product is [Cl:1][C:2]1[CH:3]=[N:4][N:5]([C@H:7]([CH3:11])[C:8]([NH:12][C:13]2[C:18]([NH:19][C:20](=[O:26])[O:21][C:22]([CH3:25])([CH3:24])[CH3:23])=[CH:17][CH:16]=[C:15]([N:27]3[CH2:32][CH2:31][CH2:30][C@@H:29]([C:33]([N:35]4[CH2:39][CH2:38][CH2:37][CH2:36]4)=[O:34])[CH2:28]3)[N:14]=2)=[O:10])[CH:6]=1. The yield is 0.980. The reactants are [Cl:1][C:2]1[CH:3]=[N:4][N:5]([C@H:7]([CH3:11])[C:8]([OH:10])=O)[CH:6]=1.[NH2:12][C:13]1[C:18]([NH:19][C:20](=[O:26])[O:21][C:22]([CH3:25])([CH3:24])[CH3:23])=[CH:17][CH:16]=[C:15]([N:27]2[CH2:32][CH2:31][CH2:30][C@@H:29]([C:33]([N:35]3[CH2:39][CH2:38][CH2:37][CH2:36]3)=[O:34])[CH2:28]2)[N:14]=1.N1C=CC=CC=1.CCCP1(OP(CCC)(=O)OP(CCC)(=O)O1)=O. The catalyst is C(OCC)(=O)C. (4) The reactants are [OH-].[Na+:2].[ClH:3].[O:4]=[CH:5][C@@H:6]([C@H:8]([C@@H:10]([C@@H:12]([CH2:14][OH:15])[OH:13])[OH:11])[OH:9])[OH:7]. The catalyst is O. The product is [O:4]=[CH:5][C@@H:6]([C@H:8]([C@@H:10]([C@@H:12]([CH2:14][OH:15])[OH:13])[OH:11])[OH:9])[OH:7].[Cl-:3].[Na+:2]. The yield is 0.100.